From a dataset of Forward reaction prediction with 1.9M reactions from USPTO patents (1976-2016). Predict the product of the given reaction. (1) Given the reactants [CH:1]1([CH2:4][O:5][C:6]2[CH:11]=[CH:10][C:9]([CH3:12])=[CH:8][C:7]=2[C:13]2[C:14]3[N:21]([CH2:22][O:23][CH2:24][CH2:25][Si:26]([CH3:29])([CH3:28])[CH3:27])[C:20]([CH3:30])=[C:19]([C:31]([OH:33])=O)[C:15]=3[N:16]=[CH:17][N:18]=2)[CH2:3][CH2:2]1.[NH2:34][C@@H:35]1[CH2:40][CH2:39][C@H:38]([NH:41][C:42](=[O:48])[O:43][C:44]([CH3:47])([CH3:46])[CH3:45])[CH2:37][CH2:36]1, predict the reaction product. The product is: [CH:1]1([CH2:4][O:5][C:6]2[CH:11]=[CH:10][C:9]([CH3:12])=[CH:8][C:7]=2[C:13]2[C:14]3[N:21]([CH2:22][O:23][CH2:24][CH2:25][Si:26]([CH3:29])([CH3:27])[CH3:28])[C:20]([CH3:30])=[C:19]([C:31]([NH:34][C@@H:35]4[CH2:40][CH2:39][C@H:38]([NH:41][C:42](=[O:48])[O:43][C:44]([CH3:46])([CH3:45])[CH3:47])[CH2:37][CH2:36]4)=[O:33])[C:15]=3[N:16]=[CH:17][N:18]=2)[CH2:3][CH2:2]1. (2) Given the reactants [CH3:1][O:2][C:3]1[CH:8]=[CH:7][C:6]([NH:9][CH:10]2[CH2:15][CH2:14][N:13]([C:16]([O:18][C:19]([CH3:22])([CH3:21])[CH3:20])=[O:17])[CH2:12][CH2:11]2)=[CH:5][CH:4]=1.Cl[CH2:24][C:25]1[CH:30]=[CH:29][N:28]=[C:27]([C:31]2[CH:36]=[CH:35][CH:34]=[C:33]([F:37])[CH:32]=2)[CH:26]=1, predict the reaction product. The product is: [C:19]([O:18][C:16]([N:13]1[CH2:14][CH2:15][CH:10]([N:9]([CH2:24][C:25]2[CH:30]=[CH:29][N:28]=[C:27]([C:31]3[CH:36]=[CH:35][CH:34]=[C:33]([F:37])[CH:32]=3)[CH:26]=2)[C:6]2[CH:5]=[CH:4][C:3]([O:2][CH3:1])=[CH:8][CH:7]=2)[CH2:11][CH2:12]1)=[O:17])([CH3:22])([CH3:21])[CH3:20]. (3) Given the reactants [F:1][C:2]1[CH:7]=[CH:6][C:5]([CH2:8][CH2:9][OH:10])=[CH:4][CH:3]=1.[H-].[Na+].C(N=[CH:18][C:19]1[CH:20]=[C:21]2[C:26](=[CH:27][CH:28]=1)[N:25]=[CH:24][CH:23]=[C:22]2Cl)CCC.CN(C=[O:34])C, predict the reaction product. The product is: [F:1][C:2]1[CH:7]=[CH:6][C:5]([CH2:8][CH2:9][O:10][C:22]2[C:21]3[C:26](=[CH:27][CH:28]=[C:19]([CH:18]=[O:34])[CH:20]=3)[N:25]=[CH:24][CH:23]=2)=[CH:4][CH:3]=1.